Task: Predict the reactants needed to synthesize the given product.. Dataset: Full USPTO retrosynthesis dataset with 1.9M reactions from patents (1976-2016) (1) The reactants are: [OH:1][C:2]1[CH:9]=[CH:8][C:5]([CH:6]=[O:7])=[CH:4][C:3]=1[O:10][CH2:11][O:12][CH2:13][CH2:14][Si:15]([CH3:18])([CH3:17])[CH3:16].[CH2:19](Br)[CH:20]=[CH2:21].C([O-])([O-])=O.[K+].[K+]. Given the product [CH2:21]([O:1][C:2]1[CH:9]=[CH:8][C:5]([CH:6]=[O:7])=[CH:4][C:3]=1[O:10][CH2:11][O:12][CH2:13][CH2:14][Si:15]([CH3:18])([CH3:17])[CH3:16])[CH:20]=[CH2:19], predict the reactants needed to synthesize it. (2) Given the product [CH2:32]([Si:34]([CH2:38][CH3:39])([CH2:36][CH3:37])[O:1][C@H:2]([C:11]([CH3:30])([CH3:31])[C:12](=[O:29])[C@H:13]([CH3:28])[C@@H:14]([C:20]([O:22][CH2:23][C:24]([Cl:26])([Cl:27])[Cl:25])=[O:21])[C@@H:15]([CH3:19])[CH2:16][CH:17]=[CH2:18])[CH2:3][C:4]([O:6][C:7]([CH3:9])([CH3:10])[CH3:8])=[O:5])[CH3:33], predict the reactants needed to synthesize it. The reactants are: [OH:1][C@H:2]([C:11]([CH3:31])([CH3:30])[C:12](=[O:29])[C@H:13]([CH3:28])[C@@H:14]([C:20]([O:22][CH2:23][C:24]([Cl:27])([Cl:26])[Cl:25])=[O:21])[C@@H:15]([CH3:19])[CH2:16][CH:17]=[CH2:18])[CH2:3][C:4]([O:6][C:7]([CH3:10])([CH3:9])[CH3:8])=[O:5].[CH2:32]([Si:34]([CH2:38][CH3:39])([CH2:36][CH3:37])Cl)[CH3:33].N1C=CN=C1.O. (3) Given the product [CH2:1]([C:3]1[N:7]2[CH:8]=[CH:9][CH:10]=[C:11]([C:12]([F:13])([F:14])[F:15])[C:6]2=[N:5][C:4]=1[NH:21][C:24](=[O:33])[O:47][C:43]([CH3:46])([CH3:45])[CH3:44])[CH3:2], predict the reactants needed to synthesize it. The reactants are: [CH2:1]([C:3]1[N:7]2[CH:8]=[CH:9][CH:10]=[C:11]([C:12]([F:15])([F:14])[F:13])[C:6]2=[N:5][C:4]=1C([O-])=O)[CH3:2].C([N:21]([CH2:24]C)CC)C.C1(P(N=[N+]=[N-])(C2C=CC=CC=2)=[O:33])C=CC=CC=1.[C:43]([OH:47])([CH3:46])([CH3:45])[CH3:44]. (4) Given the product [NH2:1][C:4]1[CH:5]=[CH:6][C:7]([S:10]([NH:13][C:14]2[CH:19]=[CH:18][CH:17]=[CH:16][C:15]=2[O:20][C:21]([F:24])([F:22])[F:23])(=[O:11])=[O:12])=[CH:8][CH:9]=1, predict the reactants needed to synthesize it. The reactants are: [N+:1]([C:4]1[CH:9]=[CH:8][C:7]([S:10]([NH:13][C:14]2[CH:19]=[CH:18][CH:17]=[CH:16][C:15]=2[O:20][C:21]([F:24])([F:23])[F:22])(=[O:12])=[O:11])=[CH:6][CH:5]=1)([O-])=O.[Sn](Cl)Cl. (5) Given the product [C:7]([O:9][CH2:10][C:11](=[O:13])[NH:32][CH2:31][C:30]([O:29][C:25]([CH3:28])([CH3:27])[CH3:26])=[O:33])(=[O:8])/[CH:6]=[CH:5]/[C:3]([O:2][CH3:1])=[O:4], predict the reactants needed to synthesize it. The reactants are: [CH3:1][O:2][C:3](/[CH:5]=[CH:6]/[C:7]([O:9][CH2:10][C:11]([OH:13])=O)=[O:8])=[O:4].C(Cl)(=O)C(Cl)=O.CN(C)C=O.[C:25]([O:29][C:30](=[O:33])[CH2:31][NH2:32])([CH3:28])([CH3:27])[CH3:26]. (6) Given the product [Cl:6][C:7]1[C:12]([C:13]([F:16])([F:15])[F:14])=[CH:11][CH:10]=[C:9]([O:26][C:20]2[CH:21]=[CH:22][C:23]([Cl:25])=[CH:24][C:19]=2[Cl:18])[N:8]=1, predict the reactants needed to synthesize it. The reactants are: CN(C=O)C.[Cl:6][C:7]1[C:12]([C:13]([F:16])([F:15])[F:14])=[CH:11][CH:10]=[C:9](Cl)[N:8]=1.[Cl:18][C:19]1[CH:24]=[C:23]([Cl:25])[CH:22]=[CH:21][C:20]=1[OH:26].C(=O)([O-])[O-].[K+].[K+]. (7) Given the product [CH2:43]([O:46][N:47]([C@H:13]1[CH2:12][N:11]([C:17]([O:19][C:20]([CH3:21])([CH3:23])[CH3:22])=[O:18])[C@H:10]([CH2:9][O:8][Si:1]([C:4]([CH3:6])([CH3:5])[CH3:7])([CH3:3])[CH3:2])[CH:15]=[CH:14]1)[S:48]([C:51]1[CH:56]=[CH:55][C:54]([N+:57]([O-:59])=[O:58])=[CH:53][C:52]=1[N+:60]([O-:62])=[O:61])(=[O:50])=[O:49])[CH:44]=[CH2:45], predict the reactants needed to synthesize it. The reactants are: [Si:1]([O:8][CH2:9][C@@H:10]1[CH:15]=[CH:14][C@H:13](O)[CH2:12][N:11]1[C:17]([O:19][C:20]([CH3:23])([CH3:22])[CH3:21])=[O:18])([C:4]([CH3:7])([CH3:6])[CH3:5])([CH3:3])[CH3:2].C1C=CC(P(C2C=CC=CC=2)C2C=CC=CC=2)=CC=1.[CH2:43]([O:46][NH:47][S:48]([C:51]1[CH:56]=[CH:55][C:54]([N+:57]([O-:59])=[O:58])=[CH:53][C:52]=1[N+:60]([O-:62])=[O:61])(=[O:50])=[O:49])[CH:44]=[CH2:45].N(C(OC(C)C)=O)=NC(OC(C)C)=O. (8) Given the product [CH2:22]([O:2][C:1]([C:4]1[CH:5]=[CH:6][C:7]([CH2:10][CH2:11][C:12]2[C:16]3[C:17]([OH:21])=[CH:18][CH:19]=[CH:20][C:15]=3[O:14][CH:13]=2)=[CH:8][CH:9]=1)=[O:3])[C:23]1[CH:28]=[CH:27][CH:26]=[CH:25][CH:24]=1, predict the reactants needed to synthesize it. The reactants are: [C:1]([C:4]1[CH:9]=[CH:8][C:7]([CH2:10][CH2:11][C:12]2[C:16]3[C:17]([OH:21])=[CH:18][CH:19]=[CH:20][C:15]=3[O:14][CH:13]=2)=[CH:6][CH:5]=1)([OH:3])=[O:2].[CH2:22](O)[C:23]1[CH:28]=[CH:27][CH:26]=[CH:25][CH:24]=1.C1(P(C2C=CC=CC=2)C2C=CC=CC=2)C=CC=CC=1.N(C(OCC)=O)=NC(OCC)=O. (9) The reactants are: [CH3:1][C:2]1[N:10]([C:11]([C:13]2[CH:14]=[CH:15][C:16]([Cl:19])=[CH:17][CH:18]=2)=[O:12])[C:9]2[CH:8]=[CH:7][C:6]([O:20][CH3:21])=[CH:5][C:4]=2[C:3]=1[CH2:22][C:23]([OH:25])=[O:24].[CH3:26][N:27]([CH2:29][CH2:30][O:31][CH:32]([C:39]1[CH:40]=[CH:41][CH:42]=[CH:43][CH:44]=1)[C:33]1[CH:34]=[CH:35][CH:36]=[CH:37][CH:38]=1)[CH3:28]. Given the product [CH3:1][C:2]1[N:10]([C:11]([C:13]2[CH:14]=[CH:15][C:16]([Cl:19])=[CH:17][CH:18]=2)=[O:12])[C:9]2[CH:8]=[CH:7][C:6]([O:20][CH3:21])=[CH:5][C:4]=2[C:3]=1[CH2:22][C:23]([OH:25])=[O:24].[CH3:28][N:27]([CH2:29][CH2:30][O:31][CH:32]([C:39]1[CH:44]=[CH:43][CH:42]=[CH:41][CH:40]=1)[C:33]1[CH:34]=[CH:35][CH:36]=[CH:37][CH:38]=1)[CH3:26], predict the reactants needed to synthesize it.